Dataset: Forward reaction prediction with 1.9M reactions from USPTO patents (1976-2016). Task: Predict the product of the given reaction. (1) Given the reactants C[O:2][C:3]1[CH:8]=[CH:7][CH:6]=[CH:5][C:4]=1[C:9]1[N:10]=[C:11]([N:14]2[C:18]([C:19]([F:22])([F:21])[F:20])=[C:17]([C:23]([O:25][CH2:26][CH3:27])=[O:24])[CH:16]=[N:15]2)[S:12][CH:13]=1.B(Br)(Br)Br, predict the reaction product. The product is: [OH:2][C:3]1[CH:8]=[CH:7][CH:6]=[CH:5][C:4]=1[C:9]1[N:10]=[C:11]([N:14]2[C:18]([C:19]([F:22])([F:21])[F:20])=[C:17]([C:23]([O:25][CH2:26][CH3:27])=[O:24])[CH:16]=[N:15]2)[S:12][CH:13]=1. (2) Given the reactants [CH:1]1([C:4]2[CH:12]=[N:11][CH:10]=[C:9]([F:13])[C:5]=2[C:6]([OH:8])=O)[CH2:3][CH2:2]1.CN(C(ON1N=NC2C=CC=NC1=2)=[N+](C)C)C.F[P-](F)(F)(F)(F)F.C(N(C(C)C)CC)(C)C.[NH:47]1[C:51]2[N:52]=[CH:53][CH:54]=[C:55]([C:56]([NH2:58])=[NH:57])[C:50]=2[CH:49]=[CH:48]1.C(O)(=O)C, predict the reaction product. The product is: [CH:1]1([C:4]2[CH:12]=[N:11][CH:10]=[C:9]([F:13])[C:5]=2[C:6]([NH:58][C:56](=[NH:57])[C:55]2[CH:54]=[CH:53][N:52]=[C:51]3[NH:47][CH:48]=[CH:49][C:50]=23)=[O:8])[CH2:2][CH2:3]1. (3) Given the reactants [O-:1][S:2]([C:5]([F:8])([F:7])[F:6])(=[O:4])=[O:3].[CH3:9][N:10]([CH3:23])[C:11]1[CH:12]=[C:13]2[C:18](=[CH:19][CH:20]=1)[N+:17]([CH3:21])=[C:16]([CH3:22])[CH:15]=[CH:14]2.[C:24]1([C:30]2[CH:31]=[C:32]([CH:35]=O)[S:33][CH:34]=2)[CH:29]=[CH:28][CH:27]=[CH:26][CH:25]=1, predict the reaction product. The product is: [O-:4][S:2]([C:5]([F:8])([F:7])[F:6])(=[O:3])=[O:1].[CH3:9][N:10]([CH3:23])[C:11]1[CH:12]=[C:13]2[C:18](=[CH:19][CH:20]=1)[N+:17]([CH3:21])=[C:16](/[CH:22]=[CH:35]/[C:32]1[S:33][CH:34]=[C:30]([C:24]3[CH:25]=[CH:26][CH:27]=[CH:28][CH:29]=3)[CH:31]=1)[CH:15]=[CH:14]2. (4) Given the reactants [CH2:1]([O:8][C:9]([NH:11][C@H:12]1[CH2:17][CH2:16][C@H:15]([C:18]([N:20]2[CH2:28][C:27]3[C:22](=[CH:23][CH:24]=[C:25]([CH2:29][OH:30])[CH:26]=3)[CH2:21]2)=[O:19])[CH2:14][CH2:13]1)=[O:10])[C:2]1[CH:7]=[CH:6][CH:5]=[CH:4][CH:3]=1, predict the reaction product. The product is: [CH2:1]([O:8][C:9]([NH:11][C@H:12]1[CH2:17][CH2:16][C@H:15]([C:18]([N:20]2[CH2:28][C:27]3[C:22](=[CH:23][CH:24]=[C:25]([CH:29]=[O:30])[CH:26]=3)[CH2:21]2)=[O:19])[CH2:14][CH2:13]1)=[O:10])[C:2]1[CH:3]=[CH:4][CH:5]=[CH:6][CH:7]=1. (5) Given the reactants C[C:2]1[CH:3]=[C:4]([NH2:12])[CH:5]=[N:6][C:7]=1[C:8]([F:11])([F:10])[F:9].ClC1[C:19]([O:20]C)=CC([N+]([O-])=O)=CN=1, predict the reaction product. The product is: [CH3:19][O:20][C:2]1[CH:3]=[C:4]([NH2:12])[CH:5]=[N:6][C:7]=1[C:8]([F:11])([F:10])[F:9].